Dataset: NCI-60 drug combinations with 297,098 pairs across 59 cell lines. Task: Regression. Given two drug SMILES strings and cell line genomic features, predict the synergy score measuring deviation from expected non-interaction effect. (1) Drug 1: CC1C(C(CC(O1)OC2CC(CC3=C2C(=C4C(=C3O)C(=O)C5=CC=CC=C5C4=O)O)(C(=O)C)O)N)O. Drug 2: CC1C(C(CC(O1)OC2CC(CC3=C2C(=C4C(=C3O)C(=O)C5=C(C4=O)C(=CC=C5)OC)O)(C(=O)CO)O)N)O.Cl. Cell line: RXF 393. Synergy scores: CSS=60.6, Synergy_ZIP=-5.37, Synergy_Bliss=-2.15, Synergy_Loewe=0.0600, Synergy_HSA=1.59. (2) Drug 1: C#CCC(CC1=CN=C2C(=N1)C(=NC(=N2)N)N)C3=CC=C(C=C3)C(=O)NC(CCC(=O)O)C(=O)O. Drug 2: CC1=C(C(=O)C2=C(C1=O)N3CC4C(C3(C2COC(=O)N)OC)N4)N. Cell line: HOP-62. Synergy scores: CSS=49.0, Synergy_ZIP=2.42, Synergy_Bliss=3.07, Synergy_Loewe=4.37, Synergy_HSA=3.73.